Dataset: Full USPTO retrosynthesis dataset with 1.9M reactions from patents (1976-2016). Task: Predict the reactants needed to synthesize the given product. (1) Given the product [NH:15]1[C:23]2[C:18](=[CH:19][CH:20]=[C:21]([NH:24][C:3]3[NH:4][C:5](=[O:14])[C:6]([C:9]([O:11][CH2:12][CH3:13])=[O:10])=[CH:7][N:8]=3)[CH:22]=2)[CH:17]=[N:16]1, predict the reactants needed to synthesize it. The reactants are: CS[C:3]1[NH:4][C:5](=[O:14])[C:6]([C:9]([O:11][CH2:12][CH3:13])=[O:10])=[CH:7][N:8]=1.[NH:15]1[C:23]2[C:18](=[CH:19][CH:20]=[C:21]([NH2:24])[CH:22]=2)[CH:17]=[N:16]1. (2) The reactants are: Br.Br.[CH2:3]([N:10]1[CH2:15][C@@H:14]2[CH2:16][C@H:11]1[CH2:12][NH:13]2)[C:4]1[CH:9]=[CH:8][CH:7]=[CH:6][CH:5]=1.[F:17][C:18]1[CH:19]=[C:20]([N+:25]([O-:27])=[O:26])[CH:21]=[CH:22][C:23]=1F.N12CCCN=C1CCCCC2. Given the product [CH2:3]([N:10]1[CH2:15][C@@H:14]2[CH2:16][C@H:11]1[CH2:12][N:13]2[C:23]1[CH:22]=[CH:21][C:20]([N+:25]([O-:27])=[O:26])=[CH:19][C:18]=1[F:17])[C:4]1[CH:5]=[CH:6][CH:7]=[CH:8][CH:9]=1, predict the reactants needed to synthesize it. (3) Given the product [Cl:37][CH2:38][C:39]([O:34][C@H:9]1[CH2:10][C@H:11]([N:13]2[CH:18]=[C:17]3[CH:19]=[C:20]([C:22]4[CH:27]=[CH:26][C:25]([CH2:28][CH2:29][CH2:30][CH2:31][CH3:32])=[CH:24][CH:23]=4)[O:21][C:16]3=[N:15][C:14]2=[O:33])[O:12][C@@H:8]1[CH2:7][O:6][Si:5]([C:1]([CH3:3])([CH3:2])[CH3:4])([CH3:36])[CH3:35])=[O:40], predict the reactants needed to synthesize it. The reactants are: [C:1]([Si:5]([CH3:36])([CH3:35])[O:6][CH2:7][CH:8]1[O:12][CH:11]([N:13]2[CH:18]=[C:17]3[CH:19]=[C:20]([C:22]4[CH:27]=[CH:26][C:25]([CH2:28][CH2:29][CH2:30][CH2:31][CH3:32])=[CH:24][CH:23]=4)[O:21][C:16]3=[N:15][C:14]2=[O:33])[CH2:10][CH:9]1[OH:34])([CH3:4])([CH3:3])[CH3:2].[Cl:37][CH2:38][C:39](Cl)=[O:40].